This data is from Full USPTO retrosynthesis dataset with 1.9M reactions from patents (1976-2016). The task is: Predict the reactants needed to synthesize the given product. (1) Given the product [C:1]1([CH2:7][C:8]([CH2:30][C:31]2[CH:36]=[CH:35][CH:34]=[CH:33][CH:32]=2)([CH:10]2[CH2:15][NH:14][CH2:13][CH2:12][NH:11]2)[OH:9])[CH:2]=[CH:3][CH:4]=[CH:5][CH:6]=1, predict the reactants needed to synthesize it. The reactants are: [C:1]1([CH2:7][C:8]([CH2:30][C:31]2[CH:36]=[CH:35][CH:34]=[CH:33][CH:32]=2)([CH:10]2[CH2:15][N:14](CC3C=CC=CC=3)[CH2:13][CH2:12][N:11]2CC2C=CC=CC=2)[OH:9])[CH:6]=[CH:5][CH:4]=[CH:3][CH:2]=1. (2) Given the product [C:25]([O:29][C:30]([N:32]1[CH2:37][CH2:36][CH:35]([O:38][C:11]2[C:10]([C:23]#[N:24])=[N:9][C:8]([C:5]3[CH:6]=[CH:7][C:2]([Cl:1])=[CH:3][CH:4]=3)=[C:13]([C:14]3[CH:19]=[CH:18][C:17]([Cl:20])=[CH:16][CH:15]=3)[N:12]=2)[CH2:34][CH2:33]1)=[O:31])([CH3:28])([CH3:26])[CH3:27], predict the reactants needed to synthesize it. The reactants are: [Cl:1][C:2]1[CH:7]=[CH:6][C:5]([C:8]2[N:9]=[C:10]([C:23]#[N:24])[C:11](C#N)=[N:12][C:13]=2[C:14]2[CH:19]=[CH:18][C:17]([Cl:20])=[CH:16][CH:15]=2)=[CH:4][CH:3]=1.[C:25]([O:29][C:30]([N:32]1[CH2:37][CH2:36][CH:35]([OH:38])[CH2:34][CH2:33]1)=[O:31])([CH3:28])([CH3:27])[CH3:26]. (3) Given the product [Br:21][C:2]1[CH:3]=[C:4]([F:16])[CH:5]=[C:6]([C:8]2[C:9]([C:14]#[N:15])=[CH:10][CH:11]=[CH:12][CH:13]=2)[CH:7]=1, predict the reactants needed to synthesize it. The reactants are: N[C:2]1[CH:3]=[C:4]([F:16])[CH:5]=[C:6]([C:8]2[C:9]([C:14]#[N:15])=[CH:10][CH:11]=[CH:12][CH:13]=2)[CH:7]=1.N([O-])=O.[Na+].[BrH:21]. (4) Given the product [Br:1][C:2]1[CH:3]=[C:4]([CH:25]=[CH:26][C:27]=1[CH2:28][CH3:29])[NH:5][C:6]1[C:15]2[C:10](=[CH:11][CH:12]=[CH:13][CH:14]=2)[C:9]([CH2:16][C:17]2[CH:22]=[CH:21][N:20]=[C:19]([OH:23])[CH:18]=2)=[N:8][N:7]=1, predict the reactants needed to synthesize it. The reactants are: [Br:1][C:2]1[CH:3]=[C:4]([CH:25]=[CH:26][C:27]=1[CH2:28][CH3:29])[NH:5][C:6]1[C:15]2[C:10](=[CH:11][CH:12]=[CH:13][CH:14]=2)[C:9]([CH2:16][C:17]2[CH:22]=[CH:21][N:20]=[C:19]([O:23]C)[CH:18]=2)=[N:8][N:7]=1.[Si](I)(C)(C)C. (5) Given the product [CH:4]12[CH2:6][CH:1]([CH2:5]1)[N:2]([C:7]1[N:8]=[C:9]([C:28]3[CH:29]=[C:24]([O:23][CH:22]([F:40])[F:21])[C:25]([NH2:39])=[N:26][CH:27]=3)[CH:10]=[C:11]([N:13]3[CH2:18][C@@H:17]4[CH2:19][C@H:14]3[CH2:15][O:16]4)[CH:12]=1)[CH2:3]2, predict the reactants needed to synthesize it. The reactants are: [CH:1]12[CH2:6][CH:4]([CH2:5]1)[CH2:3][N:2]2[C:7]1[CH:12]=[C:11]([N:13]2[CH2:18][C@@H:17]3[CH2:19][C@H:14]2[CH2:15][O:16]3)[CH:10]=[C:9](Cl)[N:8]=1.[F:21][CH:22]([F:40])[O:23][C:24]1[C:25]([NH2:39])=[N:26][CH:27]=[C:28](B2OC(C)(C)C(C)(C)O2)[CH:29]=1.C(=O)([O-])[O-].[K+].[K+]. (6) The reactants are: [CH2:1]([C:3]1[CH:8]=[C:7]([CH3:9])[CH:6]=[C:5]([CH2:10][CH3:11])[C:4]=1[C:12](=O)[C:13]([N:15]([CH3:17])[NH2:16])=[O:14])[CH3:2].[CH3:19][S:20]([CH2:23][C:24](=O)[CH3:25])(=[O:22])=[O:21]. Given the product [CH2:1]([C:3]1[CH:8]=[C:7]([CH3:9])[CH:6]=[C:5]([CH2:10][CH3:11])[C:4]=1[C:12]1[C:13](=[O:14])[N:15]([CH3:17])[N:16]=[C:24]([CH3:25])[C:23]=1[S:20]([CH3:19])(=[O:22])=[O:21])[CH3:2], predict the reactants needed to synthesize it. (7) Given the product [CH3:1][CH2:2][CH2:3][C@H:4]([NH:10][C@H:11]([C:13]([N:15]1[C@H:23]([C:24]([OH:26])=[O:25])[CH2:22][C@H:21]2[C@@H:16]1[CH2:17][CH2:18][CH2:19][CH2:20]2)=[O:14])[CH3:12])[C:5]([O:7][CH2:8][CH3:9])=[O:6].[CH2:30]([CH2:31][NH:32][C:33]([NH2:35])=[NH:34])[CH2:29][C@H:28]([NH2:27])[C:36]([OH:38])=[O:37], predict the reactants needed to synthesize it. The reactants are: [CH3:1][CH2:2][CH2:3][C@H:4]([NH:10][C@H:11]([C:13]([N:15]1[C@H:23]([C:24]([OH:26])=[O:25])[CH2:22][C@H:21]2[C@@H:16]1[CH2:17][CH2:18][CH2:19][CH2:20]2)=[O:14])[CH3:12])[C:5]([O:7][CH2:8][CH3:9])=[O:6].[NH2:27][C@H:28]([C:36]([OH:38])=[O:37])[CH2:29][CH2:30][CH2:31][NH:32][C:33](=[NH:35])[NH2:34].CC1CCCCC1.CS(C)=O. (8) Given the product [F:30][C:31]([F:36])([F:35])[C:32]([OH:34])=[O:33].[O:7]=[C:4]1[CH:5]=[CH:6][C:2](=[O:1])[N:3]1[CH2:8][CH2:9][O:10][CH2:11][CH2:12][O:13][CH2:14][CH2:15][O:16][CH2:17][CH2:18][C:19]([NH:20][NH2:21])=[O:29], predict the reactants needed to synthesize it. The reactants are: [O:1]=[C:2]1[CH:6]=[CH:5][C:4](=[O:7])[N:3]1[CH2:8][CH2:9][O:10][CH2:11][CH2:12][O:13][CH2:14][CH2:15][O:16][CH2:17][CH2:18][C:19](=[O:29])[NH:20][NH:21]C(OC(C)(C)C)=O.[F:30][C:31]([F:36])([F:35])[C:32]([OH:34])=[O:33]. (9) Given the product [CH2:20]([O:19][C:17](=[O:18])[C:16]([C:2]1[C:11]2[C:6](=[CH:7][CH:8]=[C:9]([O:12][CH3:13])[N:10]=2)[N:5]=[CH:4][C:3]=1[F:14])=[CH2:15])[CH3:21], predict the reactants needed to synthesize it. The reactants are: Br[C:2]1[C:3]([F:14])=[CH:4][N:5]=[C:6]2[C:11]=1[N:10]=[C:9]([O:12][CH3:13])[CH:8]=[CH:7]2.[C:15](OCC)(=O)[CH2:16][C:17]([O:19][CH2:20][CH3:21])=[O:18].